From a dataset of Catalyst prediction with 721,799 reactions and 888 catalyst types from USPTO. Predict which catalyst facilitates the given reaction. (1) Product: [C:1]([O:4][CH2:5][C@@H:6]1[C@@H:13]2[C@@H:9]([O:10][C:11]([CH3:15])([CH3:14])[O:12]2)[C@H:8]([N:16]2[CH:24]=[N:23][C:22]3[C:17]2=[N:18][CH:19]=[N:20][C:21]=3[CH:26]=[CH2:27])[O:7]1)(=[O:3])[CH3:2]. Reactant: [C:1]([O:4][CH2:5][C@@H:6]1[C@@H:13]2[C@@H:9]([O:10][C:11]([CH3:15])([CH3:14])[O:12]2)[C@H:8]([N:16]2[CH:24]=[N:23][C:22]3[C:17]2=[N:18][CH:19]=[N:20][C:21]=3Cl)[O:7]1)(=[O:3])[CH3:2].[CH2:26]([Sn](CCCC)(CCCC)C=C)[CH2:27]CC. The catalyst class is: 68. (2) Reactant: [Br:1][C:2]1[C:3]([NH2:8])=[CH:4][N:5]=[N:6][CH:7]=1.C(N(CC)CC)C.[O:16](C(OC(C)(C)C)=O)[C:17]([O:19][C:20]([CH3:23])([CH3:22])[CH3:21])=O. Product: [Br:1][C:2]1[C:3]([NH:8][C:17](=[O:16])[O:19][C:20]([CH3:23])([CH3:22])[CH3:21])=[CH:4][N:5]=[N:6][CH:7]=1. The catalyst class is: 2. (3) Reactant: [F:1][C:2]1[CH:7]=[C:6]([I:8])[CH:5]=[CH:4][C:3]=1[NH:9][C:10]1[N:11]([CH3:25])[C:12](=[O:24])[C:13]([CH3:23])=[C:14]([O:21][CH3:22])[C:15]=1[C:16](OCC)=[O:17].[CH:26]([O:28][CH2:29][CH2:30][O:31][NH2:32])=[CH2:27].[Li+].C[Si]([N-][Si](C)(C)C)(C)C. Product: [F:1][C:2]1[CH:7]=[C:6]([I:8])[CH:5]=[CH:4][C:3]=1[NH:9][C:10]1[N:11]([CH3:25])[C:12](=[O:24])[C:13]([CH3:23])=[C:14]([O:21][CH3:22])[C:15]=1[C:16]([NH:32][O:31][CH2:30][CH2:29][O:28][CH:26]=[CH2:27])=[O:17]. The catalyst class is: 1. (4) Reactant: [F:1][C:2]1[CH:7]=[CH:6][CH:5]=[CH:4][C:3]=1[N:8]1[C:12](OS(C(F)(F)F)(=O)=O)=[CH:11][C:10]([C:21]([O:23][CH2:24][CH3:25])=[O:22])=[N:9]1.[SH:26][CH2:27][CH2:28][C:29]([O:31][CH2:32][CH:33]([CH2:38][CH3:39])[CH2:34][CH2:35][CH2:36][CH3:37])=[O:30].C(=O)([O-])[O-].[Cs+].[Cs+].S([O-])([O-])(=O)=O.[Mg+2]. Product: [CH2:38]([CH:33]([CH2:34][CH2:35][CH2:36][CH3:37])[CH2:32][O:31][C:29](=[O:30])[CH2:28][CH2:27][S:26][C:12]1[N:8]([C:3]2[CH:4]=[CH:5][CH:6]=[CH:7][C:2]=2[F:1])[N:9]=[C:10]([C:21]([O:23][CH2:24][CH3:25])=[O:22])[CH:11]=1)[CH3:39]. The catalyst class is: 101. (5) Reactant: [Br:1][C:2]1[CH:3]=[C:4]([CH:11]=[CH:12][C:13]=1[Cl:14])[C:5](N(OC)C)=[O:6].[CH3:15][Mg]Br. Product: [Br:1][C:2]1[CH:3]=[C:4]([C:5](=[O:6])[CH3:15])[CH:11]=[CH:12][C:13]=1[Cl:14]. The catalyst class is: 1. (6) Reactant: [N:1]1[CH:6]=[CH:5][N:4]=[CH:3][C:2]=1[C:7]([OH:9])=O.CN(C(ON1N=NC2C=CC=NC1=2)=[N+](C)C)C.F[P-](F)(F)(F)(F)F.[NH2:34][C:35]1[C:43]([O:44][CH3:45])=[CH:42][C:41]([Br:46])=[CH:40][C:36]=1[C:37](N)=[O:38].CCN(C(C)C)C(C)C. Product: [Br:46][C:41]1[CH:42]=[C:43]([O:44][CH3:45])[C:35]2[N:34]=[C:7]([C:2]3[CH:3]=[N:4][CH:5]=[CH:6][N:1]=3)[O:9][C:37](=[O:38])[C:36]=2[CH:40]=1. The catalyst class is: 18. (7) Reactant: [O:1]1[C:5]2[CH:6]=[CH:7][C:8]([C:10]3([C:13]([OH:15])=O)[CH2:12][CH2:11]3)=[CH:9][C:4]=2[O:3][CH2:2]1.C(Cl)(C(Cl)=O)=O.[NH2:22][C:23]1[S:24][C:25]([C@H:28]([C:36]2[CH:41]=[CH:40][C:39]([F:42])=[CH:38][C:37]=2[Cl:43])[NH:29][S@@:30]([C:32]([CH3:35])([CH3:34])[CH3:33])=[O:31])=[CH:26][N:27]=1.CCN(CC)CC. Product: [O:1]1[C:5]2[CH:6]=[CH:7][C:8]([C:10]3([C:13]([NH:22][C:23]4[S:24][C:25]([C@H:28]([C:36]5[CH:41]=[CH:40][C:39]([F:42])=[CH:38][C:37]=5[Cl:43])[NH:29][S@@:30]([C:32]([CH3:35])([CH3:34])[CH3:33])=[O:31])=[CH:26][N:27]=4)=[O:15])[CH2:11][CH2:12]3)=[CH:9][C:4]=2[O:3][CH2:2]1. The catalyst class is: 85.